Dataset: Full USPTO retrosynthesis dataset with 1.9M reactions from patents (1976-2016). Task: Predict the reactants needed to synthesize the given product. (1) Given the product [O:19]=[C:14]1[NH:15][CH2:16][CH2:17][CH2:18][N:13]1[C:10]1[CH:9]=[CH:8][C:7]([N:1]2[CH2:6][CH2:5][N:4]([CH2:31][CH2:32][CH2:33][CH2:34][C:35]3[C:43]4[C:38](=[CH:39][CH:40]=[C:41]([C:44]#[N:45])[CH:42]=4)[NH:37][CH:36]=3)[CH2:3][CH2:2]2)=[CH:12][CH:11]=1, predict the reactants needed to synthesize it. The reactants are: [N:1]1([C:7]2[CH:12]=[CH:11][C:10]([N:13]3[CH2:18][CH2:17][CH2:16][NH:15][C:14]3=[O:19])=[CH:9][CH:8]=2)[CH2:6][CH2:5][NH:4][CH2:3][CH2:2]1.CC1C=CC(S(O[CH2:31][CH2:32][CH2:33][CH2:34][C:35]2[C:43]3[C:38](=[CH:39][CH:40]=[C:41]([C:44]#[N:45])[CH:42]=3)[NH:37][CH:36]=2)(=O)=O)=CC=1.C(=O)([O-])[O-].[K+].[K+].[I-].[K+]. (2) Given the product [Br:1][C:2]1[N:3]([CH2:10][C:11]2[C:20]3[C:15](=[CH:16][CH:17]=[CH:18][CH:19]=3)[CH:14]=[CH:13][CH:12]=2)[C:4]([CH:7]=[O:8])=[CH:5][CH:6]=1, predict the reactants needed to synthesize it. The reactants are: [Br:1][C:2]1[NH:3][C:4]([CH:7]=[O:8])=[CH:5][CH:6]=1.Cl[CH2:10][C:11]1[C:20]2[C:15](=[CH:16][CH:17]=[CH:18][CH:19]=2)[CH:14]=[CH:13][CH:12]=1.C(=O)([O-])[O-].[K+].[K+].C(OCC)(=O)C.